From a dataset of Forward reaction prediction with 1.9M reactions from USPTO patents (1976-2016). Predict the product of the given reaction. (1) The product is: [CH2:41]([O:40][C:38]([C:37]1[N:35]=[CH:36][N:9]2[C:10]3[C:5](=[CH:4][C:3]([O:2][CH3:1])=[C:12]([O:13][CH3:14])[CH:11]=3)[CH2:6][CH2:7][C:8]=12)=[O:39])[CH3:42]. Given the reactants [CH3:1][O:2][C:3]1[CH:4]=[C:5]2[C:10](=[CH:11][C:12]=1[O:13][CH3:14])[NH:9][C:8](=O)[CH2:7][CH2:6]2.C[Si]([N-][Si](C)(C)C)(C)C.[Na+].P(Cl)(OCC)(OCC)=O.[N+:35]([CH2:37][C:38]([O:40][CH2:41][CH3:42])=[O:39])#[C-:36].C(O)(=O)CC(CC(O)=O)(C(O)=O)O, predict the reaction product. (2) Given the reactants [OH:1][C:2]1[C:6]([CH2:7][C:8]([O:10][CH3:11])=[O:9])=[CH:5][N:4]([CH3:12])[N:3]=1.Cl[CH2:14][C:15]1[O:19][N:18]=[C:17]([O:20][CH2:21][C:22]2[N:23]=[C:24]([C:28]3[CH:33]=[CH:32][CH:31]=[CH:30][CH:29]=3)[O:25][C:26]=2[CH3:27])[CH:16]=1.C(=O)([O-])[O-].[K+].[K+].CN(C)C=O, predict the reaction product. The product is: [CH3:12][N:4]1[CH:5]=[C:6]([CH2:7][C:8]([O:10][CH3:11])=[O:9])[C:2]([O:1][CH2:14][C:15]2[O:19][N:18]=[C:17]([O:20][CH2:21][C:22]3[N:23]=[C:24]([C:28]4[CH:33]=[CH:32][CH:31]=[CH:30][CH:29]=4)[O:25][C:26]=3[CH3:27])[CH:16]=2)=[N:3]1. (3) The product is: [F:1][C:2]1[CH:3]=[C:4]([C@@H:9]([CH:13]2[CH2:14][CH2:15][N:16]([S:19]([C:22]([F:24])([F:23])[F:25])(=[O:21])=[O:20])[CH2:17][CH2:18]2)[CH2:10][CH2:11][N:48]2[CH2:47][CH2:46][CH:45]([N:28]([CH2:26][CH3:27])[C:29](=[O:44])[CH2:30][CH:31]3[CH2:36][CH2:35][N:34]([C:37]([O:39][C:40]([CH3:43])([CH3:42])[CH3:41])=[O:38])[CH2:33][CH2:32]3)[CH2:50][CH2:49]2)[CH:5]=[C:6]([F:8])[CH:7]=1. Given the reactants [F:1][C:2]1[CH:3]=[C:4]([C@@H:9]([CH:13]2[CH2:18][CH2:17][N:16]([S:19]([C:22]([F:25])([F:24])[F:23])(=[O:21])=[O:20])[CH2:15][CH2:14]2)[CH2:10][CH:11]=O)[CH:5]=[C:6]([F:8])[CH:7]=1.[CH2:26]([N:28]([CH:45]1[CH2:50][CH2:49][NH:48][CH2:47][CH2:46]1)[C:29](=[O:44])[CH2:30][CH:31]1[CH2:36][CH2:35][N:34]([C:37]([O:39][C:40]([CH3:43])([CH3:42])[CH3:41])=[O:38])[CH2:33][CH2:32]1)[CH3:27].C(O)(=O)C.C(O[BH-](OC(=O)C)OC(=O)C)(=O)C.[Na+], predict the reaction product. (4) Given the reactants Cl[C:2]1[C:7]([CH3:8])=[C:6]([Cl:9])[N:5]=[CH:4][C:3]=1[C:10]([N:12]1[CH2:17][CH2:16][CH:15]([C:18]2[CH:23]=[CH:22][C:21]([F:24])=[CH:20][CH:19]=2)[CH2:14][CH2:13]1)=[O:11].[NH2:25][C:26]1[CH:31]=[CH:30][CH:29]=[CH:28][CH:27]=1, predict the reaction product. The product is: [Cl:9][C:6]1[N:5]=[CH:4][C:3]([C:10]([N:12]2[CH2:17][CH2:16][CH:15]([C:18]3[CH:23]=[CH:22][C:21]([F:24])=[CH:20][CH:19]=3)[CH2:14][CH2:13]2)=[O:11])=[C:2]([NH:25][C:26]2[CH:31]=[CH:30][CH:29]=[CH:28][CH:27]=2)[C:7]=1[CH3:8]. (5) The product is: [CH3:40][S:37]([O:28][CH2:27][CH2:26][CH2:25][C:2]([F:29])([F:1])[C:3]([F:23])([F:24])[C:4]([F:21])([F:22])[C:5]([F:20])([F:19])[C:6]([F:17])([F:18])[C:7]([F:16])([F:15])[C:8]([F:14])([F:13])[C:9]([F:12])([F:11])[F:10])(=[O:39])=[O:38]. Given the reactants [F:1][C:2]([F:29])([CH2:25][CH2:26][CH2:27][OH:28])[C:3]([F:24])([F:23])[C:4]([F:22])([F:21])[C:5]([F:20])([F:19])[C:6]([F:18])([F:17])[C:7]([F:16])([F:15])[C:8]([F:14])([F:13])[C:9]([F:12])([F:11])[F:10].C(N(CC)CC)C.[S:37](Cl)([CH3:40])(=[O:39])=[O:38], predict the reaction product. (6) Given the reactants [CH2:1]([NH:3][C:4]1[C:9]([C:10]([O:12]CC)=[O:11])=[CH:8][N:7]=[C:6]([S:15][CH3:16])[N:5]=1)[CH3:2].[OH-].[Na+], predict the reaction product. The product is: [CH2:1]([NH:3][C:4]1[C:9]([C:10]([OH:12])=[O:11])=[CH:8][N:7]=[C:6]([S:15][CH3:16])[N:5]=1)[CH3:2]. (7) Given the reactants [C:1]([C:3]1[CH:8]=[CH:7][C:6]([N:9]2[C:16](=[O:17])[C:12]3([CH2:15][CH2:14][CH2:13]3)[N:11]([C:18]3[CH:23]=[CH:22][C:21]([CH2:24][CH2:25][CH2:26][C:27]([NH:29][CH3:30])=O)=[CH:20][CH:19]=3)[C:10]2=[S:31])=[CH:5][C:4]=1[C:32]([F:35])([F:34])[F:33])#[N:2].[N:36]1C=CC=CC=1.S(OS(C(F)(F)F)(=O)=O)(C(F)(F)F)(=O)=O.N, predict the reaction product. The product is: [C:1]([C:3]1[CH:8]=[CH:7][C:6]([N:9]2[C:16](=[O:17])[C:12]3([CH2:15][CH2:14][CH2:13]3)[N:11]([C:18]3[CH:23]=[CH:22][C:21]([CH2:24][CH2:25][CH2:26][C:27](=[NH:36])[NH:29][CH3:30])=[CH:20][CH:19]=3)[C:10]2=[S:31])=[CH:5][C:4]=1[C:32]([F:34])([F:35])[F:33])#[N:2].